Dataset: Blood-brain barrier permeability classification from the B3DB database. Task: Regression/Classification. Given a drug SMILES string, predict its absorption, distribution, metabolism, or excretion properties. Task type varies by dataset: regression for continuous measurements (e.g., permeability, clearance, half-life) or binary classification for categorical outcomes (e.g., BBB penetration, CYP inhibition). Dataset: b3db_classification. The molecule is CO[C@H]1/C=C/O[C@@]2(C)Oc3c(C)c(O)c4c(O)c(c5c(nc6cc(C)ccn65)c4c3C2=O)NC(=O)/C(C)=C\C=C\[C@H](C)[C@H](O)[C@@H](C)[C@@H](O)[C@@H](C)[C@H](OC(C)=O)[C@@H]1C. The result is 0 (does not penetrate BBB).